From a dataset of Reaction yield outcomes from USPTO patents with 853,638 reactions. Predict the reaction yield, written as a fraction of the theoretical maximum amount of product (1.0 means a 100% yield; for example, 0.34 means a 34% yield). (1) The reactants are [CH:1]1([N:4]2[C:13]3[C:8](=[C:9]([N+:18]([O-])=O)[C:10]([O:16][CH3:17])=[C:11]([O:14][CH3:15])[CH:12]=3)[C:7](=[O:21])[C:6]([C:22]([OH:24])=[O:23])=[CH:5]2)[CH2:3][CH2:2]1.O.O.O.O.O.O.O.O.O.[S-2].[Na+].[Na+]. The catalyst is C(O)C.O. The product is [NH2:18][C:9]1[C:10]([O:16][CH3:17])=[C:11]([O:14][CH3:15])[CH:12]=[C:13]2[C:8]=1[C:7](=[O:21])[C:6]([C:22]([OH:24])=[O:23])=[CH:5][N:4]2[CH:1]1[CH2:2][CH2:3]1. The yield is 0.980. (2) The reactants are [C:1]1([CH2:7][CH2:8][N:9]2[C:14](=[O:15])[CH:13]=[C:12]([CH2:16][N:17]3[CH2:22][CH2:21][CH2:20][CH2:19][CH2:18]3)[N:11]=[C:10]2[C:23]2[CH:28]=[CH:27][CH:26]=[CH:25][C:24]=2[O:29]CC2C=CC=CC=2)[CH:6]=[CH:5][CH:4]=[CH:3][CH:2]=1. The catalyst is [Pd].C(O)C. The product is [OH:29][C:24]1[CH:25]=[CH:26][CH:27]=[CH:28][C:23]=1[C:10]1[N:9]([CH2:8][CH2:7][C:1]2[CH:2]=[CH:3][CH:4]=[CH:5][CH:6]=2)[C:14](=[O:15])[CH:13]=[C:12]([CH2:16][N:17]2[CH2:18][CH2:19][CH2:20][CH2:21][CH2:22]2)[N:11]=1. The yield is 0.690. (3) The reactants are [CH3:1][N:2]1[C:7](=[O:8])[CH2:6][N:5]2[N:9]=[C:10]([N+:12]([O-])=O)[CH:11]=[C:4]2[CH2:3]1.[H][H]. The catalyst is C(O)C.[Pd]. The product is [NH2:12][C:10]1[CH:11]=[C:4]2[CH2:3][N:2]([CH3:1])[C:7](=[O:8])[CH2:6][N:5]2[N:9]=1. The yield is 0.840. (4) The reactants are CC(C)([O-])C.[K+].[Cl:7][C:8]1[CH:13]=[CH:12][C:11]([F:14])=[CH:10][C:9]=1[CH2:15][CH:16]=O.[Br:18][C:19]1[CH:24]=[C:23]([NH:25]C(=O)OC(C)(C)C)[C:22]([CH:33]=O)=[CH:21][N:20]=1.Cl. The catalyst is O1CCOCC1.O.C(OCC)(=O)C. The product is [Br:18][C:19]1[CH:24]=[C:23]2[C:22]([CH:33]=[C:15]([C:9]3[CH:10]=[C:11]([F:14])[CH:12]=[CH:13][C:8]=3[Cl:7])[CH:16]=[N:25]2)=[CH:21][N:20]=1. The yield is 0.300. (5) The reactants are I[C:2]1[C:10]2[C:5](=[N:6][CH:7]=[C:8]([C:11]3[CH:16]=[C:15]([O:17][CH3:18])[C:14]([O:19][CH3:20])=[C:13]([O:21][CH3:22])[CH:12]=3)[CH:9]=2)[N:4](S(C2C=CC(C)=CC=2)(=O)=O)[CH:3]=1.CC1(C)C(C)(C)OB([C:41]2[CH:46]=[CH:45][C:44]([C:47]3[NH:48][CH:49]=[CH:50][N:51]=3)=[CH:43][CH:42]=2)O1.C([O-])([O-])=O.[Na+].[Na+].CCOC(C)=O. The catalyst is CC#N.Cl[Pd](Cl)([P](C1C=CC=CC=1)(C1C=CC=CC=1)C1C=CC=CC=1)[P](C1C=CC=CC=1)(C1C=CC=CC=1)C1C=CC=CC=1. The product is [NH:48]1[CH:49]=[CH:50][N:51]=[C:47]1[C:44]1[CH:45]=[CH:46][C:41]([C:2]2[C:10]3[C:5](=[N:6][CH:7]=[C:8]([C:11]4[CH:16]=[C:15]([O:17][CH3:18])[C:14]([O:19][CH3:20])=[C:13]([O:21][CH3:22])[CH:12]=4)[CH:9]=3)[NH:4][CH:3]=2)=[CH:42][CH:43]=1. The yield is 0.220.